From a dataset of Reaction yield outcomes from USPTO patents with 853,638 reactions. Predict the reaction yield, written as a fraction of the theoretical maximum amount of product (1.0 means a 100% yield; for example, 0.34 means a 34% yield). The reactants are [CH3:1][N:2]([C-:4]1[CH:8]=[CH:7][CH:6]=[CH:5]1)[CH3:3].[CH-:9]1[CH:13]=[CH:12][CH:11]=[CH:10]1.[Fe+2:14].B(F)(F)F.CCOCC.[Li]CCCC.[Sn:29](Cl)([CH3:32])([CH3:31])[CH3:30]. The catalyst is C1COCC1. The product is [CH3:30][Sn:29]([CH3:32])([CH3:31])[C:5]1[C-:4]([N:2]([CH3:3])[CH3:1])[CH:8]=[CH:7][CH:6]=1.[CH-:9]1[CH:13]=[CH:12][CH:11]=[CH:10]1.[Fe+2:14]. The yield is 0.910.